This data is from Forward reaction prediction with 1.9M reactions from USPTO patents (1976-2016). The task is: Predict the product of the given reaction. (1) Given the reactants [Br:1][C:2]1[C:3](=[O:9])[NH:4][CH:5]=[C:6]([Br:8])[CH:7]=1.[CH3:10]N(C=O)C.C(=O)([O-])[O-].[K+].[K+].CI, predict the reaction product. The product is: [Br:1][C:2]1[C:3](=[O:9])[N:4]([CH3:10])[CH:5]=[C:6]([Br:8])[CH:7]=1. (2) Given the reactants [CH3:1][N:2]1[CH:6]2[CH2:7][CH:8]([OH:10])[CH2:9][CH:3]1[CH2:4][CH2:5]2.C(N(CC)CC)C.[S:18](Cl)([CH3:21])(=[O:20])=[O:19], predict the reaction product. The product is: [CH3:1][N:2]1[CH:6]2[CH2:5][CH2:4][CH:3]1[CH2:9][CH:8]([O:10][S:18]([CH3:21])(=[O:20])=[O:19])[CH2:7]2. (3) The product is: [Br:10][C:8]1[CH:7]=[CH:6][C:4]([NH2:5])=[C:3]([O:2][CH3:1])[CH:9]=1. Given the reactants [CH3:1][O:2][C:3]1[CH:9]=[CH:8][CH:7]=[CH:6][C:4]=1[NH2:5].[Br:10]Br, predict the reaction product.